This data is from Forward reaction prediction with 1.9M reactions from USPTO patents (1976-2016). The task is: Predict the product of the given reaction. (1) Given the reactants [CH3:1]/[CH:2]=[CH:3]/[C:4]([CH:6]1[C:11]([CH3:13])([CH3:12])[CH2:10][CH:9]=[CH:8][CH:7]1[CH3:14])=[O:5].[SH:15][CH2:16][C:17]([O:19][CH2:20][CH:21]([CH2:26][CH3:27])[CH2:22][CH2:23][CH2:24][CH3:25])=[O:18], predict the reaction product. The product is: [O:5]=[C:4]([CH:6]1[C:11]([CH3:12])([CH3:13])[CH2:10][CH:9]=[CH:8][CH:7]1[CH3:14])[CH2:3][CH:2]([S:15][CH2:16][C:17]([O:19][CH2:20][CH:21]([CH2:26][CH3:27])[CH2:22][CH2:23][CH2:24][CH3:25])=[O:18])[CH3:1]. (2) Given the reactants [C:1]([C:5]1[CH:26]=[CH:25][C:8]([CH2:9][NH:10][C:11](=[O:24])[CH:12]([OH:23])[C:13]2[CH:22]=[CH:21][CH:20]=[C:19]3[C:14]=2[CH:15]=[CH:16][N:17]=[CH:18]3)=[CH:7][CH:6]=1)([CH3:4])([CH3:3])[CH3:2].[C:27](OC(=O)C)(=[O:29])[CH3:28], predict the reaction product. The product is: [C:27]([O:23][CH:12]([C:13]1[CH:22]=[CH:21][CH:20]=[C:19]2[C:14]=1[CH:15]=[CH:16][N:17]=[CH:18]2)[C:11]([NH:10][CH2:9][C:8]1[CH:7]=[CH:6][C:5]([C:1]([CH3:4])([CH3:2])[CH3:3])=[CH:26][CH:25]=1)=[O:24])(=[O:29])[CH3:28]. (3) Given the reactants CO[C:3]([C:5]1[S:9][C:8]([CH2:10][CH2:11][C:12]2[C:13]([CH2:18][CH2:19][CH2:20][CH3:21])=[N:14][O:15][C:16]=2[CH3:17])=[N:7][CH:6]=1)=[O:4].[O:22]1[CH2:26][CH2:25][CH:24]([NH2:27])[CH2:23]1, predict the reaction product. The product is: [O:22]1[CH2:26][CH2:25][CH:24]([NH:27][C:3]([C:5]2[S:9][C:8]([CH2:10][CH2:11][C:12]3[C:13]([CH2:18][CH2:19][CH2:20][CH3:21])=[N:14][O:15][C:16]=3[CH3:17])=[N:7][CH:6]=2)=[O:4])[CH2:23]1. (4) Given the reactants Br[C:2]1[C:3]([CH3:23])=[CH:4][C:5]([N:8]([C:16]([O:18][C:19]([CH3:22])([CH3:21])[CH3:20])=[O:17])C(OC(C)(C)C)=O)=[N:6][CH:7]=1.[CH3:24]B1OB(C)OB(C)O1.C([O-])([O-])=O.[Cs+].[Cs+], predict the reaction product. The product is: [CH3:23][C:3]1[C:2]([CH3:24])=[CH:7][N:6]=[C:5]([NH:8][C:16](=[O:17])[O:18][C:19]([CH3:20])([CH3:21])[CH3:22])[CH:4]=1. (5) Given the reactants [S:1]1[CH:5]=[CH:4][CH:3]=[C:2]1[C:6]1O[C:8](=[O:16])[C:9]2[CH:15]=[CH:14][CH:13]=[CH:12][C:10]=2[N:11]=1.[CH2:17]([NH2:25])[CH2:18][C:19]1[CH:24]=[CH:23][CH:22]=[CH:21][CH:20]=1, predict the reaction product. The product is: [CH2:17]([N:25]1[C:8](=[O:16])[C:9]2[C:10](=[CH:12][CH:13]=[CH:14][CH:15]=2)[N:11]=[C:6]1[C:2]1[S:1][CH:5]=[CH:4][CH:3]=1)[CH2:18][C:19]1[CH:24]=[CH:23][CH:22]=[CH:21][CH:20]=1. (6) Given the reactants F[C:2]1[CH:3]=[C:4]2[C:9](=[CH:10][C:11]=1Cl)[O:8][C:7]([C:13]([NH:15][CH:16]1[CH2:21][CH2:20][NH:19][CH2:18][CH2:17]1)=[O:14])=[CH:6][C:5]2=[O:22].[F:23][C:24]1[CH:32]=[C:31]([CH:33]=O)[CH:30]=[CH:29][C:25]=1[C:26]([OH:28])=[O:27].[F:35]C1C=C(C=CC=1OCCCN1CCCCC1)C=O, predict the reaction product. The product is: [F:23][C:24]1[CH:32]=[C:31]([CH2:33][N:19]2[CH2:20][CH2:21][CH:16]([NH:15][C:13]([C:7]3[O:8][C:9]4[C:4]([C:5](=[O:22])[CH:6]=3)=[CH:3][CH:2]=[C:11]([F:35])[CH:10]=4)=[O:14])[CH2:17][CH2:18]2)[CH:30]=[CH:29][C:25]=1[C:26]([OH:28])=[O:27].